This data is from Forward reaction prediction with 1.9M reactions from USPTO patents (1976-2016). The task is: Predict the product of the given reaction. Given the reactants C(OC([N:8]1[C:11]2([CH2:14][N:13]([C:15](=[O:26])[NH:16][CH2:17][CH2:18][CH2:19][C:20]3[CH:25]=[CH:24][CH:23]=[CH:22][CH:21]=3)[CH2:12]2)[CH2:10][CH2:9]1)=O)(C)(C)C.[Cl:27][C:28]1[CH:33]=[CH:32][C:31]([S:34](Cl)(=[O:36])=[O:35])=[CH:30][CH:29]=1, predict the reaction product. The product is: [C:20]1([CH2:19][CH2:18][CH2:17][NH:16][C:15]([N:13]2[CH2:12][C:11]3([N:8]([S:34]([C:31]4[CH:32]=[CH:33][C:28]([Cl:27])=[CH:29][CH:30]=4)(=[O:36])=[O:35])[CH2:9][CH2:10]3)[CH2:14]2)=[O:26])[CH:21]=[CH:22][CH:23]=[CH:24][CH:25]=1.